From a dataset of Reaction yield outcomes from USPTO patents with 853,638 reactions. Predict the reaction yield, written as a fraction of the theoretical maximum amount of product (1.0 means a 100% yield; for example, 0.34 means a 34% yield). (1) The yield is 0.721. The product is [O:2]=[C:3]1[CH:8]=[C:7]([CH2:9][C:10]2[C:11](=[O:17])[NH:12][C:13](=[S:16])[NH:14][CH:15]=2)[CH:6]=[CH:5][NH:4]1. The catalyst is C(O)(=O)C. The reactants are C[O:2][C:3]1[CH:8]=[C:7]([CH2:9][C:10]2[C:11](=[O:17])[NH:12][C:13](=[S:16])[NH:14][CH:15]=2)[CH:6]=[CH:5][N:4]=1.Cl. (2) The reactants are [C:1]([C:5]1[S:9][C:8]([C:10]([NH:12][C@@H:13]([CH2:36][C:37]2[CH:42]=[CH:41][C:40]([C:43]3[N:48]=[CH:47][C:46]([C:49]4[CH:54]=[CH:53][C:52]([O:55][CH2:56][CH2:57][CH2:58][CH2:59][CH2:60][CH2:61][CH3:62])=[CH:51][CH:50]=4)=[CH:45][N:44]=3)=[CH:39][CH:38]=2)[C:14]([NH:16][C@H:17]([C:29]([O:31][C:32]([CH3:35])([CH3:34])[CH3:33])=[O:30])[CH2:18][C:19]([O:21]CC2C=CC=CC=2)=[O:20])=[O:15])=[O:11])=[CH:7][CH:6]=1)([CH3:4])([CH3:3])[CH3:2]. The catalyst is C1COCC1.[Pd]. The product is [C:32]([O:31][C:29](=[O:30])[C@@H:17]([NH:16][C:14](=[O:15])[C@@H:13]([NH:12][C:10]([C:8]1[S:9][C:5]([C:1]([CH3:4])([CH3:3])[CH3:2])=[CH:6][CH:7]=1)=[O:11])[CH2:36][C:37]1[CH:38]=[CH:39][C:40]([C:43]2[N:48]=[CH:47][C:46]([C:49]3[CH:54]=[CH:53][C:52]([O:55][CH2:56][CH2:57][CH2:58][CH2:59][CH2:60][CH2:61][CH3:62])=[CH:51][CH:50]=3)=[CH:45][N:44]=2)=[CH:41][CH:42]=1)[CH2:18][C:19]([OH:21])=[O:20])([CH3:33])([CH3:34])[CH3:35]. The yield is 0.660. (3) The reactants are [CH:1]1([N:7]2[C:11]3([CH2:16][CH2:15][N:14]([CH2:17][CH2:18][CH2:19][C:20]([C:22]4[CH:27]=[CH:26][C:25]([F:28])=[CH:24][CH:23]=4)=[O:21])[CH2:13][CH2:12]3)[C:10](=[O:29])[N:9]([CH2:30][C:31]3[CH:32]=[C:33]([CH:41]=[CH:42][CH:43]=3)[C:34]([O:36]C(C)(C)C)=[O:35])[CH2:8]2)[CH2:6][CH2:5][CH2:4][CH2:3][CH2:2]1.[ClH:44]. The catalyst is O1CCOCC1. The product is [ClH:44].[CH:1]1([N:7]2[C:11]3([CH2:16][CH2:15][N:14]([CH2:17][CH2:18][CH2:19][C:20]([C:22]4[CH:27]=[CH:26][C:25]([F:28])=[CH:24][CH:23]=4)=[O:21])[CH2:13][CH2:12]3)[C:10](=[O:29])[N:9]([CH2:30][C:31]3[CH:32]=[C:33]([CH:41]=[CH:42][CH:43]=3)[C:34]([OH:36])=[O:35])[CH2:8]2)[CH2:6][CH2:5][CH2:4][CH2:3][CH2:2]1. The yield is 0.750. (4) The reactants are F[C:2]1[C:7]([CH:8]2[CH2:13][CH2:12][N:11]([CH3:14])[C:10](=[O:15])[CH2:9]2)=[CH:6][CH:5]=[CH:4][N:3]=1.[S:16]1[C:20]2[CH:21]=[CH:22][CH:23]=[CH:24][C:19]=2[N:18]=[C:17]1[NH:25][C:26]1[CH:31]=[CH:30][C:29]([OH:32])=[CH:28][CH:27]=1.C(=O)([O-])[O-].[Cs+].[Cs+]. The catalyst is CN1CCCC1=O. The product is [S:16]1[C:20]2[CH:21]=[CH:22][CH:23]=[CH:24][C:19]=2[N:18]=[C:17]1[NH:25][C:26]1[CH:31]=[CH:30][C:29]([O:32][C:2]2[C:7]([CH:8]3[CH2:13][CH2:12][N:11]([CH3:14])[C:10](=[O:15])[CH2:9]3)=[CH:6][CH:5]=[CH:4][N:3]=2)=[CH:28][CH:27]=1. The yield is 0.371.